Dataset: Forward reaction prediction with 1.9M reactions from USPTO patents (1976-2016). Task: Predict the product of the given reaction. The product is: [C:55]([S:74][CH2:75][CH2:76][NH2:77])([C:62]1[CH:63]=[CH:64][CH:65]=[CH:66][CH:67]=1)([C:68]1[CH:73]=[CH:72][CH:71]=[CH:70][CH:69]=1)[C:56]1[CH:61]=[CH:60][CH:59]=[CH:58][CH:57]=1. Given the reactants C1C(Cl)=CC2N(O)N=NC=2C=1.C1CN([P+](ON2N=NC3C=CC=CC2=3)(N2CCCC2)N2CCCC2)CC1.F[P-](F)(F)(F)(F)F.CCN(C(C)C)C(C)C.Cl.[C:55]([S:74][CH2:75][CH2:76][NH2:77])([C:68]1[CH:73]=[CH:72][CH:71]=[CH:70][CH:69]=1)([C:62]1[CH:67]=[CH:66][CH:65]=[CH:64][CH:63]=1)[C:56]1[CH:61]=[CH:60][CH:59]=[CH:58][CH:57]=1, predict the reaction product.